From a dataset of Reaction yield outcomes from USPTO patents with 853,638 reactions. Predict the reaction yield, written as a fraction of the theoretical maximum amount of product (1.0 means a 100% yield; for example, 0.34 means a 34% yield). (1) The reactants are [N+:1]([CH:3](S(C1C=CC(C)=CC=1)(=O)=O)[CH2:4][CH3:5])#[C-:2].[Br:16][C:17]1[CH:18]=[CH:19][C:20]([CH:23]=[O:24])=[N:21][CH:22]=1.C([O-])([O-])=O.[K+].[K+]. The catalyst is CO. The product is [Br:16][C:17]1[CH:18]=[CH:19][C:20]([C:23]2[O:24][CH:2]=[N:1][C:3]=2[CH2:4][CH3:5])=[N:21][CH:22]=1. The yield is 0.880. (2) The reactants are [N+:1]([C:4]1[CH:5]=[N:6][C:7]([NH:10][C:11]2[CH:16]=[CH:15][C:14]([S:17]([NH:20][CH2:21][CH2:22][N:23]3[CH2:27][CH2:26][CH2:25][CH2:24]3)(=[O:19])=[O:18])=[CH:13][CH:12]=2)=[N:8][CH:9]=1)([O-])=O. The catalyst is CO. The product is [NH2:1][C:4]1[CH:9]=[N:8][C:7]([NH:10][C:11]2[CH:16]=[CH:15][C:14]([S:17]([NH:20][CH2:21][CH2:22][N:23]3[CH2:27][CH2:26][CH2:25][CH2:24]3)(=[O:19])=[O:18])=[CH:13][CH:12]=2)=[N:6][CH:5]=1. The yield is 0.0700. (3) The reactants are [Na+].[CH:2]1([C:8]([O-:10])=[O:9])[CH2:7][CH2:6][CH2:5][CH2:4][CH2:3]1.Br[CH2:12][CH2:13][CH3:14]. The catalyst is C1COCC1. The product is [CH2:12]([O:9][C:8]([CH:2]1[CH2:7][CH2:6][CH2:5][CH2:4][CH2:3]1)=[O:10])[CH2:13][CH3:14]. The yield is 0.740. (4) The catalyst is CO.[Pd]. The reactants are [C:1]([O:5][C:6]([N:8]1[CH2:13][CH:12]=[C:11]([C:14]2[C:22]3[S:21][C:20]([NH:23][C:24]([C:26]4[CH:31]=[C:30]([O:32][CH3:33])[N:29]=[C:28](Cl)[CH:27]=4)=[O:25])=[N:19][C:18]=3[C:17]([O:35][CH3:36])=[CH:16][CH:15]=2)[CH2:10][CH2:9]1)=[O:7])([CH3:4])([CH3:3])[CH3:2].C1COCC1.C(N(CC)CC)C. The yield is 0.300. The product is [C:1]([O:5][C:6]([N:8]1[CH2:13][CH2:12][CH:11]([C:14]2[C:22]3[S:21][C:20]([NH:23][C:24]([C:26]4[CH:27]=[CH:28][N:29]=[C:30]([O:32][CH3:33])[CH:31]=4)=[O:25])=[N:19][C:18]=3[C:17]([O:35][CH3:36])=[CH:16][CH:15]=2)[CH2:10][CH2:9]1)=[O:7])([CH3:4])([CH3:3])[CH3:2]. (5) The reactants are [C:1](/[N:3]=[C:4](\SC)/[NH:5][C:6]1[CH:11]=[CH:10][C:9]([S:12]([CH3:15])(=[O:14])=[O:13])=[CH:8][CH:7]=1)#[N:2].[NH2:18][NH2:19]. The catalyst is C(O)C. The product is [CH3:15][S:12]([C:9]1[CH:8]=[CH:7][C:6]([NH:5][C:4]2[N:3]=[C:1]([NH2:2])[NH:19][N:18]=2)=[CH:11][CH:10]=1)(=[O:13])=[O:14]. The yield is 0.910. (6) The reactants are [OH:1][C:2]1[CH:3]=[CH:4][CH:5]=[C:6]2[C:11]=1[CH:10]=[C:9]([S:12]([OH:15])(=[O:14])=[O:13])[CH:8]=[CH:7]2.[OH-].[K+].Cl[CH2:19][CH2:20][CH2:21][N:22]1[CH2:27][CH2:26][O:25][CH2:24][CH2:23]1.[Na+].[I-]. The catalyst is CN(C=O)C.CCCC[N+](CCCC)(CCCC)CCCC.[I-].O. The product is [O:25]1[CH2:26][CH2:27][N:22]([CH2:21][CH2:20][CH2:19][O:1][C:2]2[CH:3]=[CH:4][CH:5]=[C:6]3[C:11]=2[CH:10]=[C:9]([S:12]([OH:15])(=[O:13])=[O:14])[CH:8]=[CH:7]3)[CH2:23][CH2:24]1. The yield is 0.290. (7) The reactants are [N:1]1[CH:2]=[CH:3][N:4]2[C:9]=1[CH:8]=[CH:7][C:6]([O:10][C:11]1[CH:12]=[C:13]([CH:15]=[CH:16][CH:17]=1)[NH2:14])=[N:5]2.[C:18](Cl)(=[O:25])[C:19]1[CH:24]=[CH:23][CH:22]=[CH:21][CH:20]=1. The catalyst is CN1CCCC1=O.[OH-].[Na+]. The product is [N:1]1[CH:2]=[CH:3][N:4]2[C:9]=1[CH:8]=[CH:7][C:6]([O:10][C:11]1[CH:12]=[C:13]([NH:14][C:18](=[O:25])[C:19]3[CH:24]=[CH:23][CH:22]=[CH:21][CH:20]=3)[CH:15]=[CH:16][CH:17]=1)=[N:5]2. The yield is 0.740. (8) The product is [CH2:1]([N:8]1[CH2:9][CH2:10][C:11]2([C:21]3[C:20](=[O:22])[NH:19][C:18](=[O:23])[N:17]([CH2:24][C:25]4[C:30]([C:31]([F:34])([F:32])[F:33])=[CH:29][CH:28]=[CH:27][C:26]=4[F:35])[C:16]=3[CH2:15][CH2:36]2)[CH2:12][CH2:13]1)[C:2]1[CH:7]=[CH:6][CH:5]=[CH:4][CH:3]=1. No catalyst specified. The reactants are [CH2:1]([N:8]1[CH2:13][CH2:12][C:11]2([C:21]3[C:20](=[O:22])[NH:19][C:18](=[O:23])[N:17]([CH2:24][C:25]4[C:30]([C:31]([F:34])([F:33])[F:32])=[CH:29][CH:28]=[CH:27][C:26]=4[F:35])[C:16]=3[CH2:15]O2)[CH2:10][CH2:9]1)[C:2]1[CH:7]=[CH:6][CH:5]=[CH:4][CH:3]=1.[CH2:36](N1CCC2(C3C(=O)NC(=O)NC=3CC2)CC1)C1C=CC=CC=1. The yield is 0.480.